Dataset: TCR-epitope binding with 47,182 pairs between 192 epitopes and 23,139 TCRs. Task: Binary Classification. Given a T-cell receptor sequence (or CDR3 region) and an epitope sequence, predict whether binding occurs between them. The epitope is FTYASALWEI. The TCR CDR3 sequence is CSAGGQGASDYGYTF. Result: 0 (the TCR does not bind to the epitope).